Dataset: hERG Central: cardiac toxicity at 1µM, 10µM, and general inhibition. Task: Predict hERG channel inhibition at various concentrations. (1) The compound is CCN1CCN(c2ncc(C(=O)Nc3cc(Cl)ccc3OC)c3ccccc23)CC1. Results: hERG_inhib (hERG inhibition (general)): blocker. (2) The drug is COc1ccc(-n2c(SCc3ccc(C#N)cc3)nnc2-c2ccccn2)cc1. Results: hERG_inhib (hERG inhibition (general)): blocker. (3) The compound is COc1ccc(Cl)cc1NC(=O)NCC1CCN(Cc2cc(C)ccc2C)CC1. Results: hERG_inhib (hERG inhibition (general)): blocker. (4) The compound is CCN1CCN(c2ccc(N3CCN(S(=O)(=O)c4ccc(C)c([N+](=O)[O-])c4)CC3)nn2)CC1. Results: hERG_inhib (hERG inhibition (general)): blocker. (5) The drug is OC1(c2cccs2)CN(c2ccc(Cl)cc2)C2=[N+]1CCCS2.[Br-]. Results: hERG_inhib (hERG inhibition (general)): blocker. (6) The drug is Br.CCCCCCn1c2c(c(=N)c3c1CCC3)CCC2. Results: hERG_inhib (hERG inhibition (general)): blocker. (7) The molecule is N=c1c(C(=O)NC2CCCC2)cc2c(=O)n3ccccc3nc2n1Cc1ccccc1Cl. Results: hERG_inhib (hERG inhibition (general)): blocker. (8) The compound is O=C(Nn1c(-c2ccc(Br)cc2)nc2ccccc2c1=O)c1ccc([N+](=O)[O-])cc1. Results: hERG_inhib (hERG inhibition (general)): blocker. (9) Results: hERG_inhib (hERG inhibition (general)): blocker. The compound is CCOC(=O)CNC(=S)N(CCCN1CCCCC1)Cc1cccs1.